This data is from Forward reaction prediction with 1.9M reactions from USPTO patents (1976-2016). The task is: Predict the product of the given reaction. Given the reactants Cl[CH2:2][CH2:3][C:4]([NH2:6])=[O:5].[NH2:7][C:8]1[S:9][C:10]2[C:15](=[O:16])[N:14]=[C:13]([S:17][CH2:18][C:19]3[CH:24]=[CH:23][CH:22]=[CH:21][C:20]=3[F:25])[NH:12][C:11]=2[N:26]=1.C(N(CC)C(C)C)(C)C.[I-].[Na+], predict the reaction product. The product is: [NH2:7][C:8]1[S:9][C:10]2[C:15]([O:16][CH2:2][CH2:3][C:4]([NH2:6])=[O:5])=[N:14][C:13]([S:17][CH2:18][C:19]3[CH:24]=[CH:23][CH:22]=[CH:21][C:20]=3[F:25])=[N:12][C:11]=2[N:26]=1.